Dataset: Forward reaction prediction with 1.9M reactions from USPTO patents (1976-2016). Task: Predict the product of the given reaction. (1) The product is: [NH2:1][C:2]1[N:7]=[CH:6][C:5]([C:8]([N:10]=[S:11]([CH2:21][CH2:22][CH2:23][CH2:24][C:25]([O:27][CH3:28])=[O:26])([CH2:13][CH2:14][CH2:15][CH2:16][C:17]([O:19][CH3:20])=[O:18])=[O:12])=[O:9])=[CH:4][C:3]=1[C:31]#[C:30][C:32]1[CH:38]=[CH:37][C:35]([NH2:36])=[CH:34][CH:33]=1. Given the reactants [NH2:1][C:2]1[N:7]=[CH:6][C:5]([C:8]([N:10]=[S:11]([CH2:21][CH2:22][CH2:23][CH2:24][C:25]([O:27][CH3:28])=[O:26])([CH2:13][CH2:14][CH2:15][CH2:16][C:17]([O:19][CH3:20])=[O:18])=[O:12])=[O:9])=[CH:4][C:3]=1I.[C:30]([C:32]1[CH:38]=[CH:37][C:35]([NH2:36])=[CH:34][CH:33]=1)#[CH:31].C(N(CC)CC)C, predict the reaction product. (2) Given the reactants [CH3:1][C:2]1([CH3:33])[CH2:11][CH2:10][C:9]([CH3:13])([CH3:12])[C:8]2[CH:7]=[C:6]([C:14]3[N:15]=[C:16]([N:19]4[CH2:24][CH2:23][N:22]([CH2:25][CH2:26][CH:27]5[CH2:31][CH2:30][O:29][C:28]5=[O:32])[CH2:21][CH2:20]4)[S:17][CH:18]=3)[CH:5]=[CH:4][C:3]1=2.FC(F)(F)C([O-])=O, predict the reaction product. The product is: [CH3:1][C:2]1([CH3:33])[CH2:11][CH2:10][C:9]([CH3:12])([CH3:13])[C:8]2[CH:7]=[C:6]([C:14]3[N:15]=[C:16]([N:19]4[CH2:24][CH2:23][N:22]([CH2:25][CH2:26][CH:27]([CH2:31][CH2:30][OH:29])[CH2:28][OH:32])[CH2:21][CH2:20]4)[S:17][CH:18]=3)[CH:5]=[CH:4][C:3]1=2. (3) Given the reactants Cl[C:2]1[C:3]([C:8]2[CH:13]=[C:12]([S:14][CH3:15])[N:11]=[C:10]([CH3:16])[N:9]=2)=[N:4][CH:5]=[CH:6][N:7]=1.[NH:17]1[C:25]2[CH:24]=[CH:23][CH:22]=[C:21]([NH2:26])[C:20]=2[CH:19]=[N:18]1, predict the reaction product. The product is: [CH3:16][C:10]1[N:9]=[C:8]([C:3]2[C:2]([NH:26][C:21]3[C:20]4[CH:19]=[N:18][NH:17][C:25]=4[CH:24]=[CH:23][CH:22]=3)=[N:7][CH:6]=[CH:5][N:4]=2)[CH:13]=[C:12]([S:14][CH3:15])[N:11]=1. (4) Given the reactants [Cl:1][C:2]1[CH:26]=[CH:25][C:5]([CH2:6][N:7]2[C:12](=[O:13])[C:11]([O:14][CH3:15])=[N:10][N:9]([C:16]3[CH:17]=[C:18]([CH:21]=[CH:22][CH:23]=3)[C:19]#[N:20])[C:8]2=[O:24])=[CH:4][CH:3]=1.[NH2:27][OH:28], predict the reaction product. The product is: [Cl:1][C:2]1[CH:3]=[CH:4][C:5]([CH2:6][N:7]2[C:12](=[O:13])[C:11]([O:14][CH3:15])=[N:10][N:9]([C:16]3[CH:17]=[C:18]([CH:21]=[CH:22][CH:23]=3)/[C:19](/[NH2:20])=[N:27]/[OH:28])[C:8]2=[O:24])=[CH:25][CH:26]=1. (5) The product is: [CH2:8]([O:15][C:16]1[CH:25]=[C:24]2[C:19]([C:20]([NH:31][CH2:32][C:33]([CH3:35])([OH:37])[CH3:34])=[C:21]([N+:26]([O-:28])=[O:27])[CH:22]=[N:23]2)=[CH:18][CH:17]=1)[C:9]1[CH:14]=[CH:13][CH:12]=[CH:11][CH:10]=1. Given the reactants C(N(CC)CC)C.[CH2:8]([O:15][C:16]1[CH:25]=[C:24]2[C:19]([C:20](Cl)=[C:21]([N+:26]([O-:28])=[O:27])[CH:22]=[N:23]2)=[CH:18][CH:17]=1)[C:9]1[CH:14]=[CH:13][CH:12]=[CH:11][CH:10]=1.O[NH:31][CH2:32][CH:33]([CH3:35])[CH3:34].C[OH:37], predict the reaction product.